Dataset: Peptide-MHC class II binding affinity with 134,281 pairs from IEDB. Task: Regression. Given a peptide amino acid sequence and an MHC pseudo amino acid sequence, predict their binding affinity value. This is MHC class II binding data. (1) The peptide sequence is LRYRYGLFKQRIAKE. The MHC is HLA-DPA10201-DPB10101 with pseudo-sequence HLA-DPA10201-DPB10101. The binding affinity (normalized) is 0.421. (2) The peptide sequence is CSAVPVHWVPTSRTTW. The MHC is DRB1_0405 with pseudo-sequence DRB1_0405. The binding affinity (normalized) is 0.678.